This data is from Full USPTO retrosynthesis dataset with 1.9M reactions from patents (1976-2016). The task is: Predict the reactants needed to synthesize the given product. (1) Given the product [Br:16][C:14]1[CH:15]=[C:10]([CH:11]=[C:12]([Br:18])[C:13]=1[OH:17])[CH2:9][C@H:8]([C:19]([NH:21][C@H:22]([C:38]([N:40]1[CH2:45][CH2:44][N:43]([C:46]2[CH:51]=[CH:50][N:49]=[CH:48][CH:47]=2)[CH2:42][CH2:41]1)=[O:39])[CH2:23][CH2:24][CH2:25][CH2:26][NH:27][C:28]([O:30][CH2:31][C:32]1[CH:37]=[CH:36][CH:35]=[CH:34][CH:33]=1)=[O:29])=[O:20])[NH2:7], predict the reactants needed to synthesize it. The reactants are: CC(C)(OC([NH:7][C@@H:8]([C:19]([NH:21][C@H:22]([C:38]([N:40]1[CH2:45][CH2:44][N:43]([C:46]2[CH:51]=[CH:50][N:49]=[CH:48][CH:47]=2)[CH2:42][CH2:41]1)=[O:39])[CH2:23][CH2:24][CH2:25][CH2:26][NH:27][C:28]([O:30][CH2:31][C:32]1[CH:37]=[CH:36][CH:35]=[CH:34][CH:33]=1)=[O:29])=[O:20])[CH2:9][C:10]1[CH:15]=[C:14]([Br:16])[C:13]([OH:17])=[C:12]([Br:18])[CH:11]=1)=O)C.FC(F)(F)C(O)=O.C(=O)([O-])O.[Na+]. (2) Given the product [Cl:1][C:2]1[CH:7]=[CH:6][C:5]([S:8]([N:11]([CH2:22][C:23]2[CH:28]=[CH:27][C:26]([O:29][C:30]([F:31])([F:32])[F:33])=[C:25]([Cl:34])[CH:24]=2)[C@@H:12]2[CH2:17][CH2:16][CH2:15][CH2:14][C@@H:13]2[C:18]([NH2:20])=[O:19])(=[O:9])=[O:10])=[CH:4][CH:3]=1, predict the reactants needed to synthesize it. The reactants are: [Cl:1][C:2]1[CH:7]=[CH:6][C:5]([S:8]([NH:11][C@@H:12]2[CH2:17][CH2:16][CH2:15][CH2:14][C@@H:13]2[C:18]([NH2:20])=[O:19])(=[O:10])=[O:9])=[CH:4][CH:3]=1.Br[CH2:22][C:23]1[CH:28]=[CH:27][C:26]([O:29][C:30]([F:33])([F:32])[F:31])=[C:25]([Cl:34])[CH:24]=1. (3) Given the product [CH2:13]([NH:1][C:2]1[CH:3]=[C:4]2[C:9](=[CH:10][CH:11]=1)[N:8]=[C:7]([CH3:21])[CH:6]=[C:5]2[Cl:12])[C:14]1[CH:19]=[CH:18][CH:17]=[CH:16][CH:15]=1, predict the reactants needed to synthesize it. The reactants are: [NH2:1][C:2]1[CH:3]=[C:4]2[C:9](=[CH:10][CH:11]=1)[N:8]=[CH:7][CH:6]=[C:5]2[Cl:12].[CH:13](=O)[C:14]1[CH:19]=[CH:18][CH:17]=[CH:16][CH:15]=1.[C:21](O[BH-](OC(=O)C)OC(=O)C)(=O)C.[Na+]. (4) Given the product [CH2:7]([C@H:14]1[CH2:18][O:17][C:16](=[O:19])[N:15]1[CH2:9][CH2:8][CH2:7][CH:14]1[CH2:5][CH2:4][NH:3][CH2:2][CH2:18]1)[C:8]1[CH:9]=[CH:10][CH:11]=[CH:12][CH:13]=1, predict the reactants needed to synthesize it. The reactants are: O1[CH2:5][CH2:4][NH:3][C:2]1=O.[CH2:7]([C@H:14]1[CH2:18][O:17][C:16](=[O:19])[NH:15]1)[C:8]1[CH:13]=[CH:12][CH:11]=[CH:10][CH:9]=1. (5) Given the product [C:35]([O:34][C:33](=[O:39])[NH:32][C@H:28]1[CH2:29][CH2:30][CH2:31][N:26]([C:23]2[CH:22]=[CH:21][C:20]([NH:19][C:16]3[C:15]4[C:10](=[CH:11][CH:12]=[C:13]([Cl:18])[N:14]=4)[N:9]=[CH:8][C:7]=3[C:5]([CH:1]3[CH2:4][CH2:3][CH2:2]3)=[O:6])=[CH:25][N:24]=2)[CH2:27]1)([CH3:38])([CH3:36])[CH3:37], predict the reactants needed to synthesize it. The reactants are: [CH:1]1([C:5]([C:7]2[CH:8]=[N:9][C:10]3[C:15]([C:16]=2Cl)=[N:14][C:13]([Cl:18])=[CH:12][CH:11]=3)=[O:6])[CH2:4][CH2:3][CH2:2]1.[NH2:19][C:20]1[CH:21]=[CH:22][C:23]([N:26]2[CH2:31][CH2:30][CH2:29][C@H:28]([NH:32][C:33](=[O:39])[O:34][C:35]([CH3:38])([CH3:37])[CH3:36])[CH2:27]2)=[N:24][CH:25]=1. (6) Given the product [CH3:35][C@H:32]1[CH2:33][CH2:34][C@H:29]([N:13]([CH2:12][CH2:11][CH2:10][S:9][C:4]2[CH:3]=[CH:8][CH:7]=[CH:6][CH:5]=2)[C:14](=[O:28])[NH:15][C:16]2[S:17][C:18]([S:21][CH2:22][C:23]([OH:25])=[O:24])=[CH:19][N:20]=2)[CH2:30][CH2:31]1, predict the reactants needed to synthesize it. The reactants are: CO[C:3]1[CH:8]=[CH:7][CH:6]=[CH:5][C:4]=1[S:9][CH2:10][CH2:11][CH2:12][N:13]([C@H:29]1[CH2:34][CH2:33][C@H:32]([CH3:35])[CH2:31][CH2:30]1)[C:14](=[O:28])[NH:15][C:16]1[S:17][C:18]([S:21][C:22](C)(C)[C:23]([OH:25])=[O:24])=[CH:19][N:20]=1.C1(S)C=CC=CC=1.C(OC(=O)CSC1SC(N)=NC=1)C. (7) Given the product [CH:3]1([C:6]2[CH:11]=[C:10]([CH:12]=[O:13])[C:9]([O:15][CH3:23])=[CH:8][C:7]=2[C:16]2[CH:17]=[CH:18][C:19]([F:22])=[CH:20][CH:21]=2)[CH2:5][CH2:4]1, predict the reactants needed to synthesize it. The reactants are: IC.[CH:3]1([C:6]2[CH:11]=[C:10]([C:12]([O-])=[O:13])[C:9]([OH:15])=[CH:8][C:7]=2[C:16]2[CH:21]=[CH:20][C:19]([F:22])=[CH:18][CH:17]=2)[CH2:5][CH2:4]1.[C:23](=O)([O-])[O-].[K+].[K+].CN(C=O)C.